This data is from Full USPTO retrosynthesis dataset with 1.9M reactions from patents (1976-2016). The task is: Predict the reactants needed to synthesize the given product. (1) Given the product [CH:1]([C@H:14]1[N:19]2[CH2:20][CH2:21][N:22]([C:37]([C:32]3[CH:33]=[N:34][CH:35]=[CH:36][N:31]=3)=[O:38])[CH2:23][C@H:18]2[CH2:17][N:16]([C:24]([O:26][C:27]([CH3:30])([CH3:29])[CH3:28])=[O:25])[CH2:15]1)([C:8]1[CH:13]=[CH:12][CH:11]=[CH:10][CH:9]=1)[C:2]1[CH:7]=[CH:6][CH:5]=[CH:4][CH:3]=1, predict the reactants needed to synthesize it. The reactants are: [CH:1]([C@H:14]1[N:19]2[CH2:20][CH2:21][NH:22][CH2:23][C@H:18]2[CH2:17][N:16]([C:24]([O:26][C:27]([CH3:30])([CH3:29])[CH3:28])=[O:25])[CH2:15]1)([C:8]1[CH:13]=[CH:12][CH:11]=[CH:10][CH:9]=1)[C:2]1[CH:7]=[CH:6][CH:5]=[CH:4][CH:3]=1.[N:31]1[CH:36]=[CH:35][N:34]=[CH:33][C:32]=1[C:37](O)=[O:38].ON1C2C=CC=CC=2N=N1.Cl.CN(C)CCCN=C=NCC. (2) Given the product [ClH:26].[ClH:37].[NH2:1][C:2]1[N:7]=[C:6]([NH:8][C:9]2[CH:24]=[CH:23][C:12]([C:13]([NH:15][C:16]3[CH:21]=[CH:20][C:19]([NH:22][C:27]4[C:36]5[C:31](=[CH:32][CH:33]=[CH:34][CH:35]=5)[N:30]=[CH:29][CH:28]=4)=[CH:18][CH:17]=3)=[O:14])=[CH:11][CH:10]=2)[CH:5]=[C:4]([CH3:25])[N:3]=1, predict the reactants needed to synthesize it. The reactants are: [NH2:1][C:2]1[N:7]=[C:6]([NH:8][C:9]2[CH:24]=[CH:23][C:12]([C:13]([NH:15][C:16]3[CH:21]=[CH:20][C:19]([NH2:22])=[CH:18][CH:17]=3)=[O:14])=[CH:11][CH:10]=2)[CH:5]=[C:4]([CH3:25])[N:3]=1.[Cl:26][C:27]1[C:36]2[C:31](=[CH:32][CH:33]=[CH:34][CH:35]=2)[N:30]=[CH:29][CH:28]=1.[ClH:37].CO.CCOC(C)=O.